This data is from Full USPTO retrosynthesis dataset with 1.9M reactions from patents (1976-2016). The task is: Predict the reactants needed to synthesize the given product. (1) Given the product [ClH:1].[Cl:1][C:2]1[CH:3]=[C:4]([C:21]2[CH:26]=[CH:25][CH:24]=[CH:23][C:22]=2[C:27]([N:63]2[CH2:64][CH2:65][N:60]([CH3:59])[CH2:61][CH2:62]2)=[O:28])[CH:5]=[CH:6][C:7]=1[CH2:8][CH:9]1[CH2:13][CH2:12][N:11]([CH:14]2[CH2:15][CH2:16][CH2:17][CH2:18][CH2:19]2)[C:10]1=[O:20], predict the reactants needed to synthesize it. The reactants are: [Cl:1][C:2]1[CH:3]=[C:4]([C:21]2[C:22]([C:27](O)=[O:28])=[CH:23][CH:24]=[CH:25][CH:26]=2)[CH:5]=[CH:6][C:7]=1[CH2:8][CH:9]1[CH2:13][CH2:12][N:11]([CH:14]2[CH2:19][CH2:18][CH2:17][CH2:16][CH2:15]2)[C:10]1=[O:20].CCN=C=NCCCN(C)C.Cl.C1C=CC2N(O)N=NC=2C=1.C(N(CC)CC)C.[CH3:59][N:60]1[CH2:65][CH2:64][NH:63][CH2:62][CH2:61]1. (2) Given the product [OH2:26].[N:1]1([C:6]2[CH:7]=[C:8]3[C:13](=[CH:14][CH:15]=2)[N:12]=[C:11]([C:16]2[CH:21]=[CH:20][CH:19]=[CH:18][CH:17]=2)[N:10]=[CH:9]3)[CH:5]=[CH:4][N:3]=[CH:2]1, predict the reactants needed to synthesize it. The reactants are: [N:1]1([C:6]2[CH:7]=[C:8]3[C:13](=[CH:14][CH:15]=2)[N:12]=[C:11]([C:16]2[CH:21]=[CH:20][CH:19]=[CH:18][CH:17]=2)[N:10]=[CH:9]3)[CH:5]=[CH:4][N:3]=[CH:2]1.O.C([OH:26])CC.C(O)C.